From a dataset of Forward reaction prediction with 1.9M reactions from USPTO patents (1976-2016). Predict the product of the given reaction. (1) Given the reactants [NH2:1][C:2]1[C:7]([N+:8]([O-:10])=[O:9])=[CH:6][C:5]([CH3:11])=[C:4](Cl)[CH:3]=1.[CH:13]1(B(O)O)[CH2:15][CH2:14]1.C(=O)([O-])[O-].[Cs+].[Cs+].ClCCl, predict the reaction product. The product is: [NH2:1][C:2]1[C:7]([N+:8]([O-:10])=[O:9])=[CH:6][C:5]([CH3:11])=[C:4]([CH:13]2[CH2:15][CH2:14]2)[CH:3]=1. (2) Given the reactants N(C(OCC)=O)=NC(OCC)=O.[C:13]([O:17][CH3:18])(=[O:16])[CH2:14][SH:15].[CH2:19]([SH:27])[CH2:20][CH2:21][CH2:22][CH2:23][CH2:24][CH2:25][CH3:26], predict the reaction product. The product is: [CH3:18][O:17][C:13]([CH2:14][S:15][S:27][CH2:19][CH2:20][CH2:21][CH2:22][CH2:23][CH2:24][CH2:25][CH3:26])=[O:16]. (3) Given the reactants [CH2:1]([O:8][C:9]([NH:11][CH2:12][CH2:13][CH2:14][C@H:15]([NH:19][C:20]([O:22][C:23]([CH3:26])([CH3:25])[CH3:24])=[O:21])[C:16](O)=[O:17])=[O:10])[C:2]1[CH:7]=[CH:6][CH:5]=[CH:4][CH:3]=1.C[N:28]1CCOCC1.ClC(OCC(C)C)=O.[OH-].[NH4+], predict the reaction product. The product is: [CH2:1]([O:8][C:9](=[O:10])[NH:11][CH2:12][CH2:13][CH2:14][C@H:15]([NH:19][C:20]([O:22][C:23]([CH3:26])([CH3:25])[CH3:24])=[O:21])[C:16](=[O:17])[NH2:28])[C:2]1[CH:7]=[CH:6][CH:5]=[CH:4][CH:3]=1.